This data is from Forward reaction prediction with 1.9M reactions from USPTO patents (1976-2016). The task is: Predict the product of the given reaction. (1) Given the reactants [Br:1][C:2]1[C:22]([Cl:23])=[CH:21][C:5]2[N:6]([CH2:9][C:10]3[CH:20]=[CH:19][C:13]4[N:14]=[C:15]([S:17][CH3:18])[O:16][C:12]=4[CH:11]=3)[CH:7]=[N:8][C:4]=2[CH:3]=1.C1C=C(Cl)C=C(C(OO)=[O:32])C=1, predict the reaction product. The product is: [Br:1][C:2]1[C:22]([Cl:23])=[CH:21][C:5]2[N:6]([CH2:9][C:10]3[CH:20]=[CH:19][C:13]4[N:14]=[C:15]([S:17]([CH3:18])=[O:32])[O:16][C:12]=4[CH:11]=3)[CH:7]=[N:8][C:4]=2[CH:3]=1. (2) The product is: [CH2:1]([N:8]1[CH2:13][CH2:12][NH:11][C@H:10]([CH2:15][C:16]2[CH:21]=[CH:20][C:19]([CH3:22])=[C:18]([O:23][CH3:24])[CH:17]=2)[CH2:9]1)[C:2]1[CH:3]=[CH:4][CH:5]=[CH:6][CH:7]=1. Given the reactants [CH2:1]([N:8]1[CH2:13][C:12](=O)[NH:11][C@H:10]([CH2:15][C:16]2[CH:21]=[CH:20][C:19]([CH3:22])=[C:18]([O:23][CH3:24])[CH:17]=2)[C:9]1=O)[C:2]1[CH:7]=[CH:6][CH:5]=[CH:4][CH:3]=1.[H-].[Al+3].[Li+].[H-].[H-].[H-].[OH-].[Na+], predict the reaction product. (3) Given the reactants FC1C=CC([S:8]([Cl:11])(=[O:10])=[O:9])=CC=1OC.N[C:15]1[CH:22]=[CH:21][C:18]([C:19]#[N:20])=[C:17]([Cl:23])[CH:16]=1, predict the reaction product. The product is: [Cl:23][C:17]1[CH:16]=[C:15]([S:8]([Cl:11])(=[O:10])=[O:9])[CH:22]=[CH:21][C:18]=1[C:19]#[N:20]. (4) Given the reactants [F:1][C:2]1[C:3]([O:23][C:24]2[CH:29]=[CH:28][CH:27]=[C:26]([CH3:30])[CH:25]=2)=[C:4]([C:8]([C@@H:10]2[CH2:15][CH2:14][CH2:13][N:12]([C:16]([O:18][C:19]([CH3:22])([CH3:21])[CH3:20])=[O:17])[CH2:11]2)=[O:9])[CH:5]=[CH:6][CH:7]=1.C[Si]1(C)CC[Si](C)(C)[N:33]1[CH2:39][CH2:40][CH2:41][Mg]Cl, predict the reaction product. The product is: [NH2:33][CH2:39][CH2:40][CH2:41][C:8]([C@@H:10]1[CH2:15][CH2:14][CH2:13][N:12]([C:16]([O:18][C:19]([CH3:22])([CH3:21])[CH3:20])=[O:17])[CH2:11]1)([C:4]1[CH:5]=[CH:6][CH:7]=[C:2]([F:1])[C:3]=1[O:23][C:24]1[CH:29]=[CH:28][CH:27]=[C:26]([CH3:30])[CH:25]=1)[OH:9].